Dataset: Reaction yield outcomes from USPTO patents with 853,638 reactions. Task: Predict the reaction yield, written as a fraction of the theoretical maximum amount of product (1.0 means a 100% yield; for example, 0.34 means a 34% yield). (1) The reactants are [Cl:1][C:2]1[CH:3]=[C:4]([C:9]2[CH:13]=[CH:12][NH:11][N:10]=2)[CH:5]=[CH:6][C:7]=1[Cl:8].C(=O)([O-])[O-].[Cs+].[Cs+].[CH2:20]([CH:22]1[O:24][CH2:23]1)Cl. The catalyst is CN(C=O)C. The product is [Cl:1][C:2]1[CH:3]=[C:4]([C:9]2[CH:13]=[CH:12][N:11]([CH2:20][CH:22]3[CH2:23][O:24]3)[N:10]=2)[CH:5]=[CH:6][C:7]=1[Cl:8]. The yield is 0.820. (2) The reactants are [Cl:1][C:2]1[N:11]=[C:10](Cl)[C:9]2[C:4](=[CH:5][C:6]([O:13][CH3:14])=[CH:7][CH:8]=2)[N:3]=1.C1C[O:18]CC1. The catalyst is [OH-].[Na+].O. The product is [Cl:1][C:2]1[N:11]=[C:10]([OH:18])[C:9]2[C:4](=[CH:5][C:6]([O:13][CH3:14])=[CH:7][CH:8]=2)[N:3]=1. The yield is 0.630.